From a dataset of Forward reaction prediction with 1.9M reactions from USPTO patents (1976-2016). Predict the product of the given reaction. Given the reactants [Cl:1][C:2]1[CH:3]=[C:4]([CH:14]=[CH:15][C:16]=1[Cl:17])[CH2:5][N:6]1[CH2:11][CH2:10][O:9][CH:8]([CH2:12][NH2:13])[CH2:7]1.[N:18]([C:21]1[CH:26]=[CH:25][C:24]([O:27][C:28]2[CH:33]=[CH:32][CH:31]=[CH:30][CH:29]=2)=[CH:23][CH:22]=1)=[C:19]=[O:20], predict the reaction product. The product is: [Cl:1][C:2]1[CH:3]=[C:4]([CH:14]=[CH:15][C:16]=1[Cl:17])[CH2:5][N:6]1[CH2:11][CH2:10][O:9][CH:8]([CH2:12][NH:13][C:19]([NH:18][C:21]2[CH:26]=[CH:25][C:24]([O:27][C:28]3[CH:29]=[CH:30][CH:31]=[CH:32][CH:33]=3)=[CH:23][CH:22]=2)=[O:20])[CH2:7]1.